This data is from Experimental lipophilicity measurements (octanol/water distribution) for 4,200 compounds from AstraZeneca. The task is: Regression/Classification. Given a drug SMILES string, predict its absorption, distribution, metabolism, or excretion properties. Task type varies by dataset: regression for continuous measurements (e.g., permeability, clearance, half-life) or binary classification for categorical outcomes (e.g., BBB penetration, CYP inhibition). For this dataset (lipophilicity_astrazeneca), we predict Y. (1) The drug is CCCCSc1nc(N)c2ncn([C@@H]3O[C@H](CO)[C@@H](O)[C@H]3O)c2n1. The Y is 1.51 logD. (2) The compound is Oc1c2ncc3ccccc3c2nn1-c1ccccc1. The Y is 0.800 logD. (3) The drug is CC[C@H](C)C(=O)O[C@H]1C[C@@H](C)C=C2C=C[C@H](C)[C@H](CC[C@@H](O)C[C@@H](O)CC(=O)O)[C@H]21. The Y is 1.07 logD. (4) The compound is CCOc1cc2nnc(C(N)=O)c(Nc3cccc(Cl)c3F)c2cc1N1CCN(C)CC1. The Y is 1.99 logD. (5) The molecule is Cc1nc(Nc2ncc(C(=O)Nc3c(C)cccc3Cl)s2)cc(N2CCN(CCO)CC2)n1. The Y is 3.41 logD.